This data is from Forward reaction prediction with 1.9M reactions from USPTO patents (1976-2016). The task is: Predict the product of the given reaction. (1) Given the reactants [CH3:1][C@H:2]1[CH2:7][N:6]2[N:8]=[CH:9][C:10]([N:11]3[CH2:15][CH:14]([C:16]4[O:20][CH:19]=[N:18][CH:17]=4)[CH2:13][C:12]3=[O:21])=[C:5]2[CH2:4][N:3]1[C:22]([O:24]C(C)(C)C)=O.Cl.CCN(C(C)C)C(C)C.[F:39][C:40]1[CH:41]=[C:42]([NH:48]C(=O)OC2C=CC=CC=2)[CH:43]=[C:44]([F:47])[C:45]=1[F:46], predict the reaction product. The product is: [CH3:1][C@H:2]1[CH2:7][N:6]2[N:8]=[CH:9][C:10]([N:11]3[CH2:15][CH:14]([C:16]4[O:20][CH:19]=[N:18][CH:17]=4)[CH2:13][C:12]3=[O:21])=[C:5]2[CH2:4][N:3]1[C:22]([NH:48][C:42]1[CH:41]=[C:40]([F:39])[C:45]([F:46])=[C:44]([F:47])[CH:43]=1)=[O:24]. (2) Given the reactants [CH3:1][NH2:2].O.[Cl:4][C:5]1[C:14]2[C:9](=[CH:10][C:11]([I:15])=[CH:12][CH:13]=2)[N:8]=[N:7][C:6]=1[C:16](Cl)=[O:17], predict the reaction product. The product is: [Cl:4][C:5]1[C:14]2[C:9](=[CH:10][C:11]([I:15])=[CH:12][CH:13]=2)[N:8]=[N:7][C:6]=1[C:16]([NH:2][CH3:1])=[O:17]. (3) Given the reactants [Cl:1][C:2]1[CH:22]=[CH:21][C:5]2[N:6]([CH2:18][CH2:19][CH3:20])[C:7](=[O:17])[CH2:8][N:9]=[C:10]([C:11]3[CH:16]=[CH:15][CH:14]=[CH:13][CH:12]=3)[C:4]=2[CH:3]=1.[CH3:23][O:24][C:25]1[CH:26]=[C:27]([CH:33]=[C:34]([O:36][CH3:37])[CH:35]=1)[O:28][CH2:29][C:30](O)=[O:31], predict the reaction product. The product is: [Cl:1][C:2]1[CH:22]=[CH:21][C:5]2[N:6]([CH2:18][CH2:19][CH3:20])[C:7](=[O:17])[CH2:8][N:9]3[C:30](=[O:31])[C@@H:29]([O:28][C:27]4[CH:33]=[C:34]([O:36][CH3:37])[CH:35]=[C:25]([O:24][CH3:23])[CH:26]=4)[C@:10]3([C:11]3[CH:16]=[CH:15][CH:14]=[CH:13][CH:12]=3)[C:4]=2[CH:3]=1. (4) Given the reactants [Si:1]([O:8][C@H:9]([C:18]1[CH:23]=[CH:22][CH:21]=[CH:20][CH:19]=1)[C@@H:10]([CH2:14][CH2:15][C:16]#[CH:17])C(O)=O)([C:4]([CH3:7])([CH3:6])[CH3:5])([CH3:3])[CH3:2].C([N:26]([CH2:29]C)CC)C.C1(P(N=[N+]=[N-])(C2C=CC=CC=2)=[O:38])C=CC=CC=1.[CH3:48][O:49][C:50]1[CH:57]=[CH:56][C:53]([CH2:54][OH:55])=[CH:52][CH:51]=1, predict the reaction product. The product is: [Si:1]([O:8][C@H:9]([C:18]1[CH:23]=[CH:22][CH:21]=[CH:20][CH:19]=1)[C@H:10]([NH:26][C:29](=[O:38])[O:55][CH2:54][C:53]1[CH:56]=[CH:57][C:50]([O:49][CH3:48])=[CH:51][CH:52]=1)[CH2:14][CH2:15][C:16]#[CH:17])([C:4]([CH3:5])([CH3:6])[CH3:7])([CH3:3])[CH3:2]. (5) Given the reactants C[C:2]1[C:3]([C:11]2[S:12][CH:13]=[C:14]([C:16]3[CH:21]=[CH:20][C:19]([Cl:22])=[CH:18][CH:17]=3)[N:15]=2)=[C:4]([CH:8]=[CH:9][N:10]=1)C(O)=O.[CH3:23][Mg]I.CC[O:28][CH2:29][CH3:30], predict the reaction product. The product is: [Cl:22][C:19]1[CH:18]=[CH:17][C:16]([C:14]2[N:15]=[C:11]([C:3]3[CH:2]=[N:10][CH:9]=[CH:8][C:4]=3[C:29]([OH:28])([CH3:30])[CH3:23])[S:12][CH:13]=2)=[CH:21][CH:20]=1. (6) Given the reactants [CH3:1][C:2]1[C:10]2[C:5](=[CH:6][CH:7]=[C:8](Br)[CH:9]=2)[NH:4][CH:3]=1.[CH2:12]([O:14][C:15](=[O:35])[CH:16]=[C:17](C1C=CC=C2C=1C(C#N)=CN2)[C:18]1[CH:23]=[CH:22][CH:21]=[CH:20][CH:19]=1)[CH3:13], predict the reaction product. The product is: [CH2:12]([O:14][C:15](=[O:35])[CH:16]=[C:17]([C:8]1[CH:9]=[C:10]2[C:5](=[CH:6][CH:7]=1)[NH:4][CH:3]=[C:2]2[CH3:1])[C:18]1[CH:23]=[CH:22][CH:21]=[CH:20][CH:19]=1)[CH3:13].